This data is from Reaction yield outcomes from USPTO patents with 853,638 reactions. The task is: Predict the reaction yield, written as a fraction of the theoretical maximum amount of product (1.0 means a 100% yield; for example, 0.34 means a 34% yield). (1) The reactants are [C:1]([O:6]CC)(=[O:5])C(C)=O.[CH2:9](O)[CH2:10]O.B(F)(F)F.[C:17]([OH:20])(=[O:19])[CH3:18]. The catalyst is ClCCl. The product is [CH3:18][C:17]1([C:1]([OH:6])=[O:5])[O:20][CH2:10][CH2:9][O:19]1. The yield is 0.380. (2) The reactants are Cl.[CH3:2][CH:3]([CH2:7][CH2:8][N:9]1[CH2:13][CH2:12][CH2:11][CH2:10]1)[C:4]([OH:6])=O.C(Cl)(=O)C(Cl)=O.C(OC([N:27]1[C:31]([NH2:32])=[CH:30][C:29]([C:33]2[CH:34]=[N:35][C:36]([CH3:39])=[CH:37][CH:38]=2)=[N:28]1)=O)(C)(C)C.NC1C=CNN=1.Cl.CCOCC.N. The catalyst is C(Cl)Cl.CO.CN(C=O)C. The product is [CH3:2][CH:3]([CH2:7][CH2:8][N:9]1[CH2:13][CH2:12][CH2:11][CH2:10]1)[C:4]([NH:32][C:31]1[NH:27][N:28]=[C:29]([C:33]2[CH:34]=[N:35][C:36]([CH3:39])=[CH:37][CH:38]=2)[CH:30]=1)=[O:6]. The yield is 0.320. (3) The reactants are [Cl:1][C:2]1[CH:7]=[CH:6][C:5]([C:8]2[N:9]=[C:10]([CH2:13][CH2:14][NH2:15])[S:11][CH:12]=2)=[CH:4][CH:3]=1.[F:16][C:17]([F:33])([F:32])[C:18]1[O:22][N:21]=[C:20]([C:23]2[CH:24]=[N:25][CH:26]=[C:27]([CH:31]=2)[C:28](O)=[O:29])[N:19]=1. No catalyst specified. The product is [Cl:1][C:2]1[CH:3]=[CH:4][C:5]([C:8]2[N:9]=[C:10]([CH2:13][CH2:14][NH:15][C:28](=[O:29])[C:27]3[CH:31]=[C:23]([C:20]4[N:19]=[C:18]([C:17]([F:33])([F:32])[F:16])[O:22][N:21]=4)[CH:24]=[N:25][CH:26]=3)[S:11][CH:12]=2)=[CH:6][CH:7]=1. The yield is 0.350.